Dataset: Catalyst prediction with 721,799 reactions and 888 catalyst types from USPTO. Task: Predict which catalyst facilitates the given reaction. (1) The catalyst class is: 18. Reactant: [NH2:1][CH:2]([CH2:28][C:29]1[CH:34]=[CH:33][C:32]([F:35])=[CH:31][CH:30]=1)[C:3]([N:5]1[CH2:10][C:9](=[O:11])[N:8]([CH2:12][CH2:13][C:14]2[CH:23]=[CH:22][C:21]3[C:16](=[CH:17][CH:18]=[CH:19][CH:20]=3)[CH:15]=2)[CH2:7][CH:6]1[CH2:24][CH2:25][C:26]#[N:27])=[O:4].[C:36]([NH:39][C@H:40]([C:49](O)=[O:50])[CH2:41][C:42]1[CH:47]=[CH:46][C:45]([OH:48])=[CH:44][CH:43]=1)(=[O:38])[CH3:37].ON1C2C=CC=CC=2N=N1.CN1CCOCC1.CN(C)CCCN=C=NCC. Product: [C:36]([NH:39][CH:40]([CH2:41][C:42]1[CH:43]=[CH:44][C:45]([OH:48])=[CH:46][CH:47]=1)[C:49]([NH:1][CH:2]([CH2:28][C:29]1[CH:34]=[CH:33][C:32]([F:35])=[CH:31][CH:30]=1)[C:3]([N:5]1[CH2:10][C:9](=[O:11])[N:8]([CH2:12][CH2:13][C:14]2[CH:23]=[CH:22][C:21]3[C:16](=[CH:17][CH:18]=[CH:19][CH:20]=3)[CH:15]=2)[CH2:7][CH:6]1[CH2:24][CH2:25][C:26]#[N:27])=[O:4])=[O:50])(=[O:38])[CH3:37]. (2) Reactant: CO[CH:3]([N:6]([CH3:8])[CH3:7])OC.[C:9]([C:12]1[CH:13]=[CH:14][C:15]([Cl:23])=[C:16]([CH:22]=1)[C:17]([O:19][CH2:20][CH3:21])=[O:18])(=[O:11])[CH3:10].CO. Product: [Cl:23][C:15]1[CH:14]=[CH:13][C:12]([C:9](=[O:11])[CH:10]=[CH:3][N:6]([CH3:7])[CH3:8])=[CH:22][C:16]=1[C:17]([O:19][CH2:20][CH3:21])=[O:18]. The catalyst class is: 11.